This data is from Reaction yield outcomes from USPTO patents with 853,638 reactions. The task is: Predict the reaction yield, written as a fraction of the theoretical maximum amount of product (1.0 means a 100% yield; for example, 0.34 means a 34% yield). (1) The reactants are C[O:2][C:3](=[O:32])[CH:4]([NH:16][C:17]1[CH:22]=[CH:21][CH:20]=[CH:19][C:18]=1[C:23](=[O:31])[C:24]1[CH:29]=[CH:28][C:27]([CH3:30])=[CH:26][CH:25]=1)[CH2:5][C:6]1[CH:11]=[CH:10][C:9]([O:12][CH2:13][CH2:14]Br)=[CH:8][CH:7]=1.[CH:33]1[C:45]2[NH:44][C:43]3[C:38](=[CH:39][CH:40]=[CH:41][CH:42]=3)[C:37]=2[CH:36]=[CH:35][CH:34]=1.[OH-].[Na+]. The catalyst is C1C=CC=CC=1.[Br-].C([N+](CCCC)(CCCC)CCCC)CCC. The product is [CH3:30][C:27]1[CH:26]=[CH:25][C:24]([C:23]([C:18]2[CH:19]=[CH:20][CH:21]=[CH:22][C:17]=2[NH:16][CH:4]([CH2:5][C:6]2[CH:11]=[CH:10][C:9]([O:12][CH2:13][CH2:14][C:42]3[C:43]4[NH:44][C:45]5[C:37](=[CH:36][CH:35]=[CH:34][CH:33]=5)[C:38]=4[CH:39]=[CH:40][CH:41]=3)=[CH:8][CH:7]=2)[C:3]([OH:2])=[O:32])=[O:31])=[CH:29][CH:28]=1. The yield is 0.540. (2) The reactants are C([O:4][C@H:5]1[C:9]2[N:10]=[CH:11][N:12]=[C:13]([N:14]3[CH2:19][CH2:18][N:17]([C:20]([O:22][C:23]([CH3:26])([CH3:25])[CH3:24])=[O:21])[CH2:16][CH2:15]3)[C:8]=2[C@H:7]([CH3:27])[CH2:6]1)(=O)C.[Li+].[OH-]. The catalyst is C1COCC1. The product is [OH:4][C@H:5]1[C:9]2[N:10]=[CH:11][N:12]=[C:13]([N:14]3[CH2:19][CH2:18][N:17]([C:20]([O:22][C:23]([CH3:26])([CH3:25])[CH3:24])=[O:21])[CH2:16][CH2:15]3)[C:8]=2[C@H:7]([CH3:27])[CH2:6]1. The yield is 0.700. (3) The reactants are [NH2:1][C:2]1[S:10][C:5]2[CH2:6][S:7][CH2:8][CH2:9][C:4]=2[C:3]=1[C:11](=O)[C:12]1[CH:17]=[CH:16][C:15]([O:18][CH3:19])=[CH:14][CH:13]=1.[Cl-:21].[Al+3].[Cl-:23].[Cl-].[C:25]1([CH3:31])C=CC=C[CH:26]=1.O. The product is [Cl:21][C:26]1[C:11]([C:12]2[CH:17]=[CH:16][C:15]([O:18][CH3:19])=[CH:14][CH:13]=2)=[C:3]2[C:4]3[CH2:9][CH2:8][S:7][CH2:6][C:5]=3[S:10][C:2]2=[N:1][C:25]=1[CH2:31][Cl:23]. The catalyst is O1CCCC1. The yield is 0.883. (4) The reactants are C[Sn](C)(C)[C:3]1[CH:4]=[N:5][CH:6]=[CH:7][CH:8]=1.[Br:11][C:12]1[N:13]=[CH:14][N:15]([CH2:18][O:19][CH2:20][CH2:21][Si:22]([CH3:25])([CH3:24])[CH3:23])[C:16]=1Br. The catalyst is C1(C)C=CC=CC=1.C(OCC)(=O)C.C1C=CC(P(C2C=CC=CC=2)C2C=CC=CC=2)=CC=1.C1C=CC(P(C2C=CC=CC=2)C2C=CC=CC=2)=CC=1.Cl[Pd]Cl. The product is [Br:11][C:12]1[N:13]=[CH:14][N:15]([CH2:18][O:19][CH2:20][CH2:21][Si:22]([CH3:25])([CH3:24])[CH3:23])[C:16]=1[C:3]1[CH:4]=[N:5][CH:6]=[CH:7][CH:8]=1. The yield is 0.360.